Dataset: Full USPTO retrosynthesis dataset with 1.9M reactions from patents (1976-2016). Task: Predict the reactants needed to synthesize the given product. The reactants are: [Br:1][CH2:2][C:3](Cl)=[O:4].Cl.[N:7]1[N:11]2[CH2:12][CH2:13][CH2:14][NH:15][CH2:16][C:10]2=[CH:9][C:8]=1[C:17]([O:19][CH2:20][CH3:21])=[O:18]. Given the product [Br:1][CH2:2][C:3]([N:15]1[CH2:14][CH2:13][CH2:12][N:11]2[N:7]=[C:8]([C:17]([O:19][CH2:20][CH3:21])=[O:18])[CH:9]=[C:10]2[CH2:16]1)=[O:4], predict the reactants needed to synthesize it.